Dataset: Forward reaction prediction with 1.9M reactions from USPTO patents (1976-2016). Task: Predict the product of the given reaction. Given the reactants [CH3:1][O:2][C:3](=[O:29])[C:4]1[CH:9]=[CH:8][C:7]([Cl:10])=[CH:6][C:5]=1[NH:11][S:12]([C:15]1[CH:20]=[CH:19][C:18]([O:21][CH2:22][C:23]2[CH:28]=[CH:27][CH:26]=[CH:25][CH:24]=2)=[CH:17][CH:16]=1)(=[O:14])=[O:13].[C:30](O[C:30]([O:32][C:33]([CH3:36])([CH3:35])[CH3:34])=[O:31])([O:32][C:33]([CH3:36])([CH3:35])[CH3:34])=[O:31], predict the reaction product. The product is: [CH3:1][O:2][C:3](=[O:29])[C:4]1[CH:9]=[CH:8][C:7]([Cl:10])=[CH:6][C:5]=1[N:11]([S:12]([C:15]1[CH:20]=[CH:19][C:18]([O:21][CH2:22][C:23]2[CH:24]=[CH:25][CH:26]=[CH:27][CH:28]=2)=[CH:17][CH:16]=1)(=[O:14])=[O:13])[C:30]([O:32][C:33]([CH3:36])([CH3:35])[CH3:34])=[O:31].